Dataset: Full USPTO retrosynthesis dataset with 1.9M reactions from patents (1976-2016). Task: Predict the reactants needed to synthesize the given product. (1) Given the product [C:18]([C:22]1[CH:26]=[C:25]([NH:41][C:44]([NH:46][C:47]2[C:56]3[C:51](=[CH:52][CH:53]=[CH:54][CH:55]=3)[C:50]([O:57][C:58]3[CH:63]=[CH:62][N:61]=[C:60]([NH:64][C:65]4[CH:70]=[C:69]([O:71][CH2:72][CH2:73][O:74][CH2:75][CH2:76][O:77][CH2:78][CH2:79][O:80][CH3:81])[CH:68]=[C:67]([O:82][CH3:83])[CH:66]=4)[N:59]=3)=[CH:49][CH:48]=2)=[O:8])[N:24]([C:30]2[CH:31]=[CH:32][C:33]([N:36]([CH3:37])[CH3:38])=[CH:34][CH:35]=2)[N:23]=1)([CH3:19])([CH3:21])[CH3:20], predict the reactants needed to synthesize it. The reactants are: C1C=CC(P(N=[N+]=[N-])(C2C=CC=CC=2)=[O:8])=CC=1.[C:18]([C:22]1[CH:26]=[C:25](C(O)=O)[N:24]([C:30]2[CH:35]=[CH:34][C:33]([N:36]([CH3:38])[CH3:37])=[CH:32][CH:31]=2)[N:23]=1)([CH3:21])([CH3:20])[CH3:19].CC[N:41]([CH2:44]C)CC.[NH2:46][C:47]1[C:56]2[C:51](=[CH:52][CH:53]=[CH:54][CH:55]=2)[C:50]([O:57][C:58]2[CH:63]=[CH:62][N:61]=[C:60]([NH:64][C:65]3[CH:70]=[C:69]([O:71][CH2:72][CH2:73][O:74][CH2:75][CH2:76][O:77][CH2:78][CH2:79][O:80][CH3:81])[CH:68]=[C:67]([O:82][CH3:83])[CH:66]=3)[N:59]=2)=[CH:49][CH:48]=1. (2) Given the product [CH3:19][S:16]([C:13]1[CH:14]=[CH:15][C:10]([C:6]2[C:5]3[N:4]([N:3]=[C:2]([NH:38][C:35]4[CH:36]=[CH:37][C:30]5[CH2:29][CH2:28][CH:27]([N:21]6[CH2:26][CH2:25][O:24][CH2:23][CH2:22]6)[CH2:33][CH2:32][C:31]=5[CH:34]=4)[N:20]=3)[CH:9]=[CH:8][CH:7]=2)=[CH:11][CH:12]=1)(=[O:18])=[O:17], predict the reactants needed to synthesize it. The reactants are: Cl[C:2]1[N:20]=[C:5]2[C:6]([C:10]3[CH:15]=[CH:14][C:13]([S:16]([CH3:19])(=[O:18])=[O:17])=[CH:12][CH:11]=3)=[CH:7][CH:8]=[CH:9][N:4]2[N:3]=1.[N:21]1([CH:27]2[CH2:33][CH2:32][C:31]3[CH:34]=[C:35]([NH2:38])[CH:36]=[CH:37][C:30]=3[CH2:29][CH2:28]2)[CH2:26][CH2:25][O:24][CH2:23][CH2:22]1.C1(P(C2CCCCC2)C2C=CC=CC=2C2C=CC=CC=2P(C2CCCCC2)C2CCCCC2)CCCCC1. (3) Given the product [CH3:1][O:2][C:3]([C:5]1[N:6]([CH3:25])[N:7]=[C:8]([O:10][CH2:23][C:13]2[C:14]([C:17]3[CH:22]=[CH:21][CH:20]=[CH:19][CH:18]=3)=[N:15][O:16][C:12]=2[CH3:11])[CH:9]=1)=[O:4], predict the reactants needed to synthesize it. The reactants are: [CH3:1][O:2][C:3]([C:5]1[NH:6][N:7]=[C:8]([OH:10])[CH:9]=1)=[O:4].[CH3:11][C:12]1[O:16][N:15]=[C:14]([C:17]2[CH:22]=[CH:21][CH:20]=[CH:19][CH:18]=2)[C:13]=1[CH2:23]O.[C:25]1(P(C2C=CC=CC=2)C2C=CC=CC=2)C=CC=CC=1.N(C(OCC)=O)=NC(OCC)=O. (4) Given the product [C:1]1([O:11][CH2:12][CH2:13][CH2:14][N:15]2[C:23]3[C:18](=[C:19]([C:24]4[CH:29]=[CH:28][CH:27]=[CH:26][C:25]=4[CH3:30])[CH:20]=[CH:21][CH:22]=3)[CH:17]=[C:16]2[C:48](=[O:49])[CH2:47][C:46]([O:52][CH2:53][CH3:54])=[O:51])[C:10]2[C:5](=[CH:6][CH:7]=[CH:8][CH:9]=2)[CH:4]=[CH:3][CH:2]=1, predict the reactants needed to synthesize it. The reactants are: [C:1]1([O:11][CH2:12][CH2:13][CH2:14][N:15]2[C:23]3[C:18](=[C:19]([C:24]4[CH:29]=[CH:28][CH:27]=[CH:26][C:25]=4[CH3:30])[CH:20]=[CH:21][CH:22]=3)[CH:17]=[C:16]2C(O)=O)[C:10]2[C:5](=[CH:6][CH:7]=[CH:8][CH:9]=2)[CH:4]=[CH:3][CH:2]=1.C(N1C=CN=C1)(N1C=CN=C1)=O.[C:46]([O:52][CH2:53][CH3:54])(=[O:51])[CH2:47][C:48]([O-])=[O:49].[K+].[Cl-].[Mg+2].[Cl-].